This data is from CYP2D6 inhibition data for predicting drug metabolism from PubChem BioAssay. The task is: Regression/Classification. Given a drug SMILES string, predict its absorption, distribution, metabolism, or excretion properties. Task type varies by dataset: regression for continuous measurements (e.g., permeability, clearance, half-life) or binary classification for categorical outcomes (e.g., BBB penetration, CYP inhibition). Dataset: cyp2d6_veith. (1) The drug is CC(C)NC[C@H](O)COc1cccc2[nH]ccc12. The result is 0 (non-inhibitor). (2) The molecule is CCOc1ccc(N=NS(=O)(=O)O)cc1. The result is 0 (non-inhibitor).